Dataset: Full USPTO retrosynthesis dataset with 1.9M reactions from patents (1976-2016). Task: Predict the reactants needed to synthesize the given product. (1) Given the product [CH2:24]([N:21]1[CH2:20][CH2:19][CH:18]([N:16]([CH3:17])[C:14](=[O:15])[CH2:13][NH:12][C:2]2[C:7]([CH3:8])=[CH:6][C:5]([N+:9]([O-:11])=[O:10])=[CH:4][N:3]=2)[CH2:23][CH2:22]1)[C:25]1[CH:26]=[CH:27][CH:28]=[CH:29][CH:30]=1, predict the reactants needed to synthesize it. The reactants are: Cl[C:2]1[C:7]([CH3:8])=[CH:6][C:5]([N+:9]([O-:11])=[O:10])=[CH:4][N:3]=1.[NH2:12][CH2:13][C:14]([N:16]([CH:18]1[CH2:23][CH2:22][N:21]([CH2:24][C:25]2[CH:30]=[CH:29][CH:28]=[CH:27][CH:26]=2)[CH2:20][CH2:19]1)[CH3:17])=[O:15]. (2) Given the product [OH:9][C:5]1[C:4]([C:11]2[C:19]3[C:14](=[N:15][CH:16]=[C:17]([C:20]4[CH:25]=[CH:24][CH:23]=[C:22]([OH:26])[CH:21]=4)[CH:18]=3)[NH:13][CH:12]=2)=[C:3]([O:2][CH3:1])[CH:8]=[CH:7][C:6]=1[C:33](=[O:35])[CH3:32], predict the reactants needed to synthesize it. The reactants are: [CH3:1][O:2][C:3]1[CH:8]=[CH:7][CH:6]=[C:5]([O:9]C)[C:4]=1[C:11]1[C:19]2[C:14](=[N:15][CH:16]=[C:17]([C:20]3[CH:21]=[C:22]([OH:26])[CH:23]=[CH:24][CH:25]=3)[CH:18]=2)[NH:13][CH:12]=1.BrBr.[OH-].[K+].Cl.[CH3:32][C:33]([OH:35])=O. (3) Given the product [Br:16][C:13]1[CH:12]=[N:11][C:10]([O:6][CH2:5][C:4]([F:8])([F:7])[F:3])=[N:15][CH:14]=1, predict the reactants needed to synthesize it. The reactants are: [H-].[Na+].[F:3][C:4]([F:8])([F:7])[CH2:5][OH:6].Br[C:10]1[N:15]=[CH:14][C:13]([Br:16])=[CH:12][N:11]=1.